The task is: Predict the reactants needed to synthesize the given product.. This data is from Full USPTO retrosynthesis dataset with 1.9M reactions from patents (1976-2016). (1) The reactants are: [H-].[Na+].[F:3][C:4]1[CH:9]=[CH:8][C:7]([CH:10]2[C:18]3[C:13](=[CH:14][C:15]([C:19]#[N:20])=[CH:16][CH:17]=3)[CH2:12][O:11]2)=[CH:6][CH:5]=1.[CH3:21][N:22]([CH3:27])[CH2:23][CH2:24][CH2:25]Cl.CS(C)=O. Given the product [CH3:21][N:22]([CH3:27])[CH2:23][CH2:24][CH2:25][C:10]1([C:7]2[CH:8]=[CH:9][C:4]([F:3])=[CH:5][CH:6]=2)[C:18]2[C:13](=[CH:14][C:15]([C:19]#[N:20])=[CH:16][CH:17]=2)[CH2:12][O:11]1, predict the reactants needed to synthesize it. (2) The reactants are: Cl.Cl.[F:3][C:4]1[CH:9]=[CH:8][CH:7]=[C:6]([F:10])[C:5]=1[C:11]1[O:12][C:13]([C:19]2[CH:20]=[N:21][C:22]([N:25]3[CH2:30][CH2:29][NH:28][CH2:27][CH2:26]3)=[CH:23][CH:24]=2)=[C:14]([C:16]([NH2:18])=[O:17])[N:15]=1.C(N(CC)CC)C.[CH3:38][N:39]=[C:40]=[O:41]. Given the product [C:16]([C:14]1[N:15]=[C:11]([C:5]2[C:6]([F:10])=[CH:7][CH:8]=[CH:9][C:4]=2[F:3])[O:12][C:13]=1[C:19]1[CH:24]=[CH:23][C:22]([N:25]2[CH2:26][CH2:27][N:28]([C:40]([NH:39][CH3:38])=[O:41])[CH2:29][CH2:30]2)=[N:21][CH:20]=1)(=[O:17])[NH2:18], predict the reactants needed to synthesize it. (3) Given the product [ClH:1].[F:37][C:35]1[CH:36]=[C:31]([CH:32]=[C:33]([F:38])[CH:34]=1)[CH2:30][C@H:21]([NH:22][C:27](=[O:29])[CH3:28])[C@H:20]([OH:24])[C@H:10]1[CH2:11][C@@H:12]([O:14][CH2:15][CH2:16][CH:17]([CH3:18])[CH3:19])[CH2:13][NH:9]1, predict the reactants needed to synthesize it. The reactants are: [ClH:1].C(OC([N:9]1[CH2:13][C@H:12]([O:14][CH2:15][CH2:16][CH:17]([CH3:19])[CH3:18])[CH2:11][C@@H:10]1[C@H:20]1[O:24]C(C)(C)[N:22]([C:27](=[O:29])[CH3:28])[C@H:21]1[CH2:30][C:31]1[CH:36]=[C:35]([F:37])[CH:34]=[C:33]([F:38])[CH:32]=1)=O)(C)(C)C. (4) Given the product [NH2:15][CH2:16][C:17]1[CH:18]=[C:19]([C:23]2[CH:28]=[CH:27][C:26](=[O:29])[N:25]([CH2:30][CH2:31][O:32][C:33]3[C:42]4[C:37](=[CH:38][C:39]([O:45][CH3:46])=[C:40]([CH2:43][OH:44])[CH:41]=4)[N:36]=[CH:35][CH:34]=3)[N:24]=2)[CH:20]=[CH:21][CH:22]=1, predict the reactants needed to synthesize it. The reactants are: C(O[BH-](OC(=O)C)OC(=O)C)(=O)C.[Na+].[NH2:15][CH2:16][C:17]1[CH:18]=[C:19]([C:23]2[CH:28]=[CH:27][C:26](=[O:29])[N:25]([CH2:30][CH2:31][O:32][C:33]3[C:42]4[C:37](=[CH:38][C:39]([O:45][CH3:46])=[C:40]([CH:43]=[O:44])[CH:41]=4)[N:36]=[CH:35][CH:34]=3)[N:24]=2)[CH:20]=[CH:21][CH:22]=1.C([O-])([O-])=O.[K+].[K+]. (5) Given the product [O:28]1[C:32]2[CH:33]=[CH:34][CH:35]=[CH:36][C:31]=2[CH:30]=[C:29]1[C:2]1[CH:23]=[CH:22][C:5]([C:6]([NH:8][S:9]([C:12]2[CH:17]=[CH:16][CH:15]=[CH:14][C:13]=2[S:18](=[O:20])(=[O:21])[NH2:19])(=[O:10])=[O:11])=[O:7])=[CH:4][C:3]=1[O:24][CH:25]([CH3:27])[CH3:26], predict the reactants needed to synthesize it. The reactants are: Br[C:2]1[CH:23]=[CH:22][C:5]([C:6]([NH:8][S:9]([C:12]2[CH:17]=[CH:16][CH:15]=[CH:14][C:13]=2[S:18](=[O:21])(=[O:20])[NH2:19])(=[O:11])=[O:10])=[O:7])=[CH:4][C:3]=1[O:24][CH:25]([CH3:27])[CH3:26].[O:28]1[C:32]2[CH:33]=[CH:34][CH:35]=[CH:36][C:31]=2[CH:30]=[C:29]1B(O)O.C(=O)([O-])[O-].[Na+].[Na+].